From a dataset of Forward reaction prediction with 1.9M reactions from USPTO patents (1976-2016). Predict the product of the given reaction. (1) Given the reactants C(OC(=O)[NH:7][CH2:8][C:9]1[C:10]([CH:15]([CH3:17])[CH3:16])=[N:11][CH:12]=[N:13][CH:14]=1)(C)(C)C.[ClH:19], predict the reaction product. The product is: [ClH:19].[ClH:19].[CH:15]([C:10]1[C:9]([CH2:8][NH2:7])=[CH:14][N:13]=[CH:12][N:11]=1)([CH3:17])[CH3:16]. (2) Given the reactants [Cl:1][C:2]1[N:3]=[C:4]([N:26]2[CH:30]=[CH:29][CH:28]=[N:27]2)[C:5](=[O:25])[N:6](CC2C=CC(OC)=CC=2)[C:7]=1[C:8]1[C:13]([F:14])=[CH:12][CH:11]=[CH:10][C:9]=1[F:15].FC(F)(F)C(O)=O, predict the reaction product. The product is: [Cl:1][C:2]1[N:3]=[C:4]([N:26]2[CH:30]=[CH:29][CH:28]=[N:27]2)[C:5](=[O:25])[NH:6][C:7]=1[C:8]1[C:13]([F:14])=[CH:12][CH:11]=[CH:10][C:9]=1[F:15]. (3) Given the reactants [Cl:1][C:2]1[CH:3]=[C:4]([C:12]2[O:16][N:15]=[C:14]([C:17]3[C:27]4[O:26][CH2:25][CH2:24][N:23]([C:28]([O:30][C:31]([CH3:34])([CH3:33])[CH3:32])=[O:29])[CH:22]([CH2:35][C:36]([O:38]CC)=[O:37])[C:21]=4[CH:20]=[CH:19][CH:18]=3)[N:13]=2)[CH:5]=[N:6][C:7]=1[O:8][CH:9]([CH3:11])[CH3:10].[OH-].[Na+], predict the reaction product. The product is: [Cl:1][C:2]1[CH:3]=[C:4]([C:12]2[O:16][N:15]=[C:14]([C:17]3[C:27]4[O:26][CH2:25][CH2:24][N:23]([C:28]([O:30][C:31]([CH3:32])([CH3:33])[CH3:34])=[O:29])[CH:22]([CH2:35][C:36]([OH:38])=[O:37])[C:21]=4[CH:20]=[CH:19][CH:18]=3)[N:13]=2)[CH:5]=[N:6][C:7]=1[O:8][CH:9]([CH3:11])[CH3:10]. (4) Given the reactants [CH:1]1[CH:6]=[N:5][CH:4]=[C:3]([C:7]([NH2:9])=[O:8])[CH:2]=1.[O:10]=[C:11]1[O:17][C@H:16]([C@H:18]([CH2:20][OH:21])[OH:19])[C:14]([OH:15])=[C:12]1[OH:13], predict the reaction product. The product is: [CH:1]1[CH:6]=[N:5][CH:4]=[C:3]([C:7]([NH2:9])=[O:8])[CH:2]=1.[CH2:20]([OH:21])[CH:18]([OH:19])[CH:16]1[O:17][C:11](=[O:10])[C:12]([OH:13])=[C:14]1[OH:15]. (5) Given the reactants [C:1]([C:3]1[CH:11]=[CH:10][C:6]([C:7]([OH:9])=O)=[CH:5][CH:4]=1)#[N:2].[CH3:12][O:13][C:14]1[CH:19]=[CH:18][C:17]([NH2:20])=[C:16]([NH2:21])[CH:15]=1, predict the reaction product. The product is: [NH2:2][CH2:1][C:3]1[CH:4]=[CH:5][C:6]([C:7]([NH:20][C:17]2[CH:18]=[CH:19][C:14]([O:13][CH3:12])=[CH:15][C:16]=2[NH2:21])=[O:9])=[CH:10][CH:11]=1. (6) Given the reactants [CH3:1][C:2]1[N:3]=[C:4]([NH2:8])[S:5][C:6]=1[CH3:7].Br[CH2:10][CH2:11][CH:12]=[CH2:13].[C:14]12([C:24](O)=[O:25])[CH2:23][CH:18]3[CH2:19][CH:20]([CH2:22][CH:16]([CH2:17]3)[CH2:15]1)[CH2:21]2, predict the reaction product. The product is: [CH2:10]([N:3]1[C:2]([CH3:1])=[C:6]([CH3:7])[S:5]/[C:4]/1=[N:8]\[C:24]([C:14]12[CH2:23][CH:18]3[CH2:17][CH:16]([CH2:22][CH:20]([CH2:19]3)[CH2:21]1)[CH2:15]2)=[O:25])[CH2:11][CH:12]=[CH2:13]. (7) Given the reactants [NH2:1][C:2]1[CH:3]=[CH:4][C:5]([C:9]([CH3:20])([C:15]([O:17][CH2:18][CH3:19])=[O:16])[C:10]([O:12][CH2:13][CH3:14])=[O:11])=[N:6][C:7]=1[Br:8].[CH3:21][S:22](Cl)(=[O:24])=[O:23].O, predict the reaction product. The product is: [Br:8][C:7]1[N:6]=[C:5]([C:9]([CH3:20])([C:15]([O:17][CH2:18][CH3:19])=[O:16])[C:10]([O:12][CH2:13][CH3:14])=[O:11])[CH:4]=[CH:3][C:2]=1[NH:1][S:22]([CH3:21])(=[O:24])=[O:23].